From a dataset of Catalyst prediction with 721,799 reactions and 888 catalyst types from USPTO. Predict which catalyst facilitates the given reaction. Reactant: [CH2:1]([O:8][C:9]1[CH:23]=[C:22]([O:24][CH2:25][C:26]2[CH:31]=[CH:30][CH:29]=[CH:28][CH:27]=2)[C:21]([C:32]([CH3:34])=[CH2:33])=[CH:20][C:10]=1[C:11]([N:13]([CH2:17][C:18]#[CH:19])[CH2:14][C:15]#[CH:16])=[O:12])[C:2]1[CH:7]=[CH:6][CH:5]=[CH:4][CH:3]=1.[CH2:35]([OH:40])[CH2:36][CH2:37][C:38]#[CH:39].CCCCCCC. Product: [CH2:1]([O:8][C:9]1[CH:23]=[C:22]([O:24][CH2:25][C:26]2[CH:27]=[CH:28][CH:29]=[CH:30][CH:31]=2)[C:21]([C:32]([CH3:34])=[CH2:33])=[CH:20][C:10]=1[C:11]([N:13]1[CH2:17][C:18]2[C:15](=[CH:16][CH:39]=[C:38]([CH2:37][CH2:36][CH2:35][OH:40])[CH:19]=2)[CH2:14]1)=[O:12])[C:2]1[CH:7]=[CH:6][CH:5]=[CH:4][CH:3]=1. The catalyst class is: 13.